Dataset: Peptide-MHC class I binding affinity with 185,985 pairs from IEDB/IMGT. Task: Regression. Given a peptide amino acid sequence and an MHC pseudo amino acid sequence, predict their binding affinity value. This is MHC class I binding data. (1) The peptide sequence is YTIDLNDAF. The MHC is HLA-B45:06 with pseudo-sequence HLA-B45:06. The binding affinity (normalized) is 0.213. (2) The peptide sequence is VERLKHGTF. The MHC is HLA-B15:01 with pseudo-sequence HLA-B15:01. The binding affinity (normalized) is 0.0847. (3) The binding affinity (normalized) is 0.371. The MHC is HLA-A33:01 with pseudo-sequence HLA-A33:01. The peptide sequence is YADSVKGR. (4) The peptide sequence is ALEYLSELK. The MHC is HLA-A31:01 with pseudo-sequence HLA-A31:01. The binding affinity (normalized) is 0.163. (5) The peptide sequence is YTKIVTNIL. The MHC is HLA-B39:01 with pseudo-sequence HLA-B39:01. The binding affinity (normalized) is 0.719. (6) The peptide sequence is RYPGVMYAF. The MHC is HLA-C14:02 with pseudo-sequence HLA-C14:02. The binding affinity (normalized) is 0.738. (7) The peptide sequence is RVMAPRALL. The MHC is HLA-A32:07 with pseudo-sequence HLA-A32:07. The binding affinity (normalized) is 0.714.